From a dataset of Forward reaction prediction with 1.9M reactions from USPTO patents (1976-2016). Predict the product of the given reaction. (1) Given the reactants [CH2:1]([C:11]1[S:15][C:14]([NH2:16])=[N:13][N:12]=1)[CH2:2][CH2:3][CH2:4][C:5]1[S:9][C:8]([NH2:10])=[N:7][N:6]=1.[F:17][C:18]1[CH:19]=[C:20]([CH2:24][C:25]([OH:27])=O)[CH:21]=[CH:22][CH:23]=1.CC1(C)[O:33][C@H:32]([CH2:34][C:35](O)=[O:36])[C:31](=O)[O:30]1.C1C=CC2N(O)N=NC=2C=1.C(Cl)CCl, predict the reaction product. The product is: [F:17][C:18]1[CH:19]=[C:20]([CH2:24][C:25]([NH:10][C:8]2[S:9][C:5]([CH2:4][CH2:3][CH2:2][CH2:1][C:11]3[S:15][C:14]([NH:16][C:35](=[O:36])[CH2:34][C@@H:32]([OH:33])[CH2:31][OH:30])=[N:13][N:12]=3)=[N:6][N:7]=2)=[O:27])[CH:21]=[CH:22][CH:23]=1. (2) Given the reactants [N:1]1[C:10]2[CH:9]=[CH:8][CH:7]=[C:6]([C:11]#[N:12])[C:5]=2[CH:4]=[CH:3][CH:2]=1, predict the reaction product. The product is: [NH2:12][CH2:11][C:6]1[CH:7]=[CH:8][CH:9]=[C:10]2[C:5]=1[CH:4]=[CH:3][CH:2]=[N:1]2.